Dataset: Peptide-MHC class I binding affinity with 185,985 pairs from IEDB/IMGT. Task: Regression. Given a peptide amino acid sequence and an MHC pseudo amino acid sequence, predict their binding affinity value. This is MHC class I binding data. (1) The peptide sequence is ALNDTWKMEK. The MHC is HLA-A11:01 with pseudo-sequence HLA-A11:01. The binding affinity (normalized) is 0.448. (2) The peptide sequence is MNQERRSLR. The MHC is HLA-A31:01 with pseudo-sequence HLA-A31:01. The binding affinity (normalized) is 0.558. (3) The peptide sequence is FETYQLWTAL. The MHC is HLA-B40:01 with pseudo-sequence HLA-B40:01. The binding affinity (normalized) is 0.783. (4) The peptide sequence is VTECKLIYY. The MHC is HLA-A01:01 with pseudo-sequence HLA-A01:01. The binding affinity (normalized) is 0.820. (5) The peptide sequence is FSDGTWRDEY. The MHC is HLA-A33:01 with pseudo-sequence HLA-A33:01. The binding affinity (normalized) is 0. (6) The peptide sequence is TGNESRCY. The MHC is Mamu-B03 with pseudo-sequence Mamu-B03. The binding affinity (normalized) is 0. (7) The peptide sequence is ILRPLGIEY. The MHC is HLA-B08:02 with pseudo-sequence HLA-B08:02. The binding affinity (normalized) is 0.0847.